This data is from NCI-60 drug combinations with 297,098 pairs across 59 cell lines. The task is: Regression. Given two drug SMILES strings and cell line genomic features, predict the synergy score measuring deviation from expected non-interaction effect. Drug 1: CC1OCC2C(O1)C(C(C(O2)OC3C4COC(=O)C4C(C5=CC6=C(C=C35)OCO6)C7=CC(=C(C(=C7)OC)O)OC)O)O. Drug 2: C1=NC2=C(N=C(N=C2N1C3C(C(C(O3)CO)O)O)F)N. Cell line: SK-MEL-2. Synergy scores: CSS=30.6, Synergy_ZIP=-6.67, Synergy_Bliss=-2.87, Synergy_Loewe=-5.92, Synergy_HSA=-1.67.